Task: Predict the reaction yield, written as a fraction of the theoretical maximum amount of product (1.0 means a 100% yield; for example, 0.34 means a 34% yield).. Dataset: Reaction yield outcomes from USPTO patents with 853,638 reactions (1) The reactants are [Cl:1][C:2]1[CH:3]=[C:4]([Cl:19])[C:5]2[O:9][C:8]([C:10]3[CH:15]=[CH:14][C:13]([O:16]C)=[CH:12][CH:11]=3)=[CH:7][C:6]=2[CH:18]=1.Cl.N1C=CC=CC=1. The catalyst is O. The product is [Cl:1][C:2]1[CH:3]=[C:4]([Cl:19])[C:5]2[O:9][C:8]([C:10]3[CH:11]=[CH:12][C:13]([OH:16])=[CH:14][CH:15]=3)=[CH:7][C:6]=2[CH:18]=1. The yield is 0.750. (2) The reactants are [Br:1][C:2]1[C:10](O)=[CH:9]C(C(O)=O)=[CH:4][C:3]=1[OH:12].[CH2:13](I)[CH3:14].[C:16]([O-:19])([O-])=O.[K+].[K+].[CH3:22][CH2:23][O:24][C:25]([CH3:27])=[O:26].[CH3:28]N(C=O)C. No catalyst specified. The product is [Br:1][C:2]1[C:3]([O:12][CH2:13][CH3:14])=[CH:4][C:27]([C:25]([O:24][CH2:23][CH3:22])=[O:26])=[CH:9][C:10]=1[O:19][CH2:16][CH3:28]. The yield is 0.930.